This data is from Full USPTO retrosynthesis dataset with 1.9M reactions from patents (1976-2016). The task is: Predict the reactants needed to synthesize the given product. (1) Given the product [Br:25][C:26]1[C:30]2[CH:31]=[N:32][C:33]([NH:20][C:23](=[O:8])[O:44][C:41]([CH3:43])([CH3:42])[CH3:40])=[CH:34][C:29]=2[N:28]([CH2:38][CH3:39])[CH:27]=1, predict the reactants needed to synthesize it. The reactants are: C1(P(N=[N+]=[N-])(C2C=CC=CC=2)=[O:8])C=CC=CC=1.CC[N:20]([CH2:23]C)CC.[Br:25][C:26]1[C:30]2[CH:31]=[N:32][C:33](C(O)=O)=[CH:34][C:29]=2[N:28]([CH2:38][CH3:39])[CH:27]=1.[CH3:40][C:41]([OH:44])([CH3:43])[CH3:42]. (2) Given the product [F:1][C:2]1[CH:10]=[C:9]2[C:5]([CH2:6][CH2:7][N:8]2[CH:11]2[CH2:16][CH2:15][N:14]([C:18]3[N:19]=[N:20][C:21]([N:24]4[CH:28]=[C:27]([CH3:29])[N:26]=[CH:25]4)=[CH:22][CH:23]=3)[CH2:13][CH2:12]2)=[CH:4][CH:3]=1, predict the reactants needed to synthesize it. The reactants are: [F:1][C:2]1[CH:10]=[C:9]2[C:5]([CH2:6][CH2:7][N:8]2[CH:11]2[CH2:16][CH2:15][NH:14][CH2:13][CH2:12]2)=[CH:4][CH:3]=1.Cl[C:18]1[N:19]=[N:20][C:21]([N:24]2[CH:28]=[C:27]([CH3:29])[N:26]=[CH:25]2)=[CH:22][CH:23]=1.CCN(C(C)C)C(C)C.O. (3) The reactants are: [NH2:1][C:2]1[C:7]([C:8]([F:11])([F:10])[F:9])=[CH:6][CH:5]=[CH:4][C:3]=1[C:12]([C:14]1[CH:19]=[CH:18][CH:17]=[C:16]([OH:20])[CH:15]=1)=O.[F:21][C:22]1[CH:27]=[CH:26][C:25]([CH2:28][CH:29]=O)=[CH:24][CH:23]=1. Given the product [F:21][C:22]1[CH:27]=[CH:26][C:25]([C:28]2[CH:29]=[N:1][C:2]3[C:3]([C:12]=2[C:14]2[CH:15]=[C:16]([OH:20])[CH:17]=[CH:18][CH:19]=2)=[CH:4][CH:5]=[CH:6][C:7]=3[C:8]([F:11])([F:10])[F:9])=[CH:24][CH:23]=1, predict the reactants needed to synthesize it. (4) Given the product [CH:10]1([CH2:13][O:14][C:15]2[NH:19][N:18]=[C:17]([NH:20][C:6]3[C:5]([Cl:9])=[CH:4][N:3]=[C:2]([Cl:1])[N:7]=3)[CH:16]=2)[CH2:11][CH2:12]1, predict the reactants needed to synthesize it. The reactants are: [Cl:1][C:2]1[N:7]=[C:6](Cl)[C:5]([Cl:9])=[CH:4][N:3]=1.[CH:10]1([CH2:13][O:14][C:15]2[NH:19][N:18]=[C:17]([NH2:20])[CH:16]=2)[CH2:12][CH2:11]1.C(N(CC)CC)C. (5) Given the product [F:19][C:20]([F:37])([F:38])[O:21][C:22]1[CH:23]=[C:24]([O:28][C:29]2[CH:36]=[CH:35][C:32]([CH2:33][NH:34][C:11](=[O:13])[C:10]3[CH:14]=[CH:15][C:16]([CH3:18])=[N:17][C:9]=3[NH2:8])=[CH:31][CH:30]=2)[CH:25]=[CH:26][CH:27]=1, predict the reactants needed to synthesize it. The reactants are: C(N(CC)CC)C.[NH2:8][C:9]1[N:17]=[C:16]([CH3:18])[CH:15]=[CH:14][C:10]=1[C:11]([OH:13])=O.[F:19][C:20]([F:38])([F:37])[O:21][C:22]1[CH:23]=[C:24]([O:28][C:29]2[CH:36]=[CH:35][C:32]([CH2:33][NH2:34])=[CH:31][CH:30]=2)[CH:25]=[CH:26][CH:27]=1.CN([P+](ON1N=NC2C=CC=CC1=2)(N(C)C)N(C)C)C.F[P-](F)(F)(F)(F)F.